This data is from Full USPTO retrosynthesis dataset with 1.9M reactions from patents (1976-2016). The task is: Predict the reactants needed to synthesize the given product. Given the product [N:20]1([C:15]2[CH:16]=[CH:17][CH:18]=[CH:19][C:14]=2[N:9]2[CH:10]=[CH:11][C:12](=[O:13])[C:7]([C:5]3[N:33]([C:27]4[CH:32]=[CH:31][CH:30]=[CH:29][CH:28]=4)[N:2]=[CH:3][CH:4]=3)=[N:8]2)[CH2:21][CH2:22][O:23][CH2:24][CH2:25]1, predict the reactants needed to synthesize it. The reactants are: C[N:2](C)[CH:3]=[CH:4][C:5]([C:7]1[C:12](=[O:13])[CH:11]=[CH:10][N:9]([C:14]2[CH:19]=[CH:18][CH:17]=[CH:16][C:15]=2[N:20]2[CH2:25][CH2:24][O:23][CH2:22][CH2:21]2)[N:8]=1)=O.[C:27]1([NH:33]N)[CH:32]=[CH:31][CH:30]=[CH:29][CH:28]=1.